The task is: Predict the reaction yield, written as a fraction of the theoretical maximum amount of product (1.0 means a 100% yield; for example, 0.34 means a 34% yield).. This data is from Reaction yield outcomes from USPTO patents with 853,638 reactions. (1) The reactants are [CH3:1][CH:2]([CH3:6])[C:3]([OH:5])=O.CCN(C(C)C)C(C)C.F[P-](F)(F)(F)(F)F.N1(O[P+](N(C)C)(N(C)C)N(C)C)C2C=CC=CC=2N=N1.Cl.[CH3:44][N:45]([C:64]1[CH:69]=[CH:68][CH:67]=[CH:66][CH:65]=1)[C:46]1[N:51]=[C:50]([NH2:52])[N:49]=[C:48]([C:53]2[N:57]=[C:56]([CH:58]3[CH2:63][CH2:62][NH:61][CH2:60][CH2:59]3)[O:55][N:54]=2)[N:47]=1. The catalyst is CN(C=O)C.O. The product is [NH2:52][C:50]1[N:51]=[C:46]([N:45]([CH3:44])[C:64]2[CH:65]=[CH:66][CH:67]=[CH:68][CH:69]=2)[N:47]=[C:48]([C:53]2[N:57]=[C:56]([CH:58]3[CH2:63][CH2:62][N:61]([C:3](=[O:5])[CH:2]([CH3:6])[CH3:1])[CH2:60][CH2:59]3)[O:55][N:54]=2)[N:49]=1. The yield is 0.880. (2) The reactants are [Cl:1][C:2]1[CH:3]=[CH:4][C:5]([O:29][CH3:30])=[C:6]([C@@:8]2([F:28])[C:16]3[C:11](=[CH:12][C:13]([C:17]([F:20])([F:19])[F:18])=[CH:14][CH:15]=3)[N:10]([CH2:21][O:22][C:23](=[O:26])[CH2:24][OH:25])[C:9]2=[O:27])[CH:7]=1.C([P:35](C(C)(C)C)(N(C(C)C)C(C)C)([O-:37])[O-:36])(C)(C)C.[OH:49]O. The catalyst is CN(C)C1C=CN=CC=1. The product is [Cl:1][C:2]1[CH:3]=[CH:4][C:5]([O:29][CH3:30])=[C:6]([C@@:8]2([F:28])[C:16]3[C:11](=[CH:12][C:13]([C:17]([F:18])([F:20])[F:19])=[CH:14][CH:15]=3)[N:10]([CH2:21][O:22][C:23](=[O:26])[CH2:24][O:25][P:35]([OH:37])([OH:49])=[O:36])[C:9]2=[O:27])[CH:7]=1. The yield is 0.800. (3) The reactants are [Br:1][C:2]1[CH:10]=[CH:9][CH:8]=[C:7]2[C:3]=1[CH:4]=[N:5][N:6]2C(=O)C.Cl. The yield is 0.930. The catalyst is CO. The product is [Br:1][C:2]1[CH:10]=[CH:9][CH:8]=[C:7]2[C:3]=1[CH:4]=[N:5][NH:6]2. (4) The reactants are [CH3:1][O:2][C:3]1[CH:4]=[C:5]([CH2:9][CH:10]([OH:12])[CH3:11])[CH:6]=[CH:7][CH:8]=1.CCN(CC)CC.[CH3:20][S:21](O)(=[O:23])=[O:22]. The catalyst is C(Cl)Cl.CN(C1C=CN=CC=1)C. The product is [CH3:20][S:21]([O:12][CH:10]([CH3:11])[CH2:9][C:5]1[CH:6]=[CH:7][CH:8]=[C:3]([O:2][CH3:1])[CH:4]=1)(=[O:23])=[O:22]. The yield is 0.980. (5) The reactants are Cl.[C:2]([NH2:5])(=[NH:4])[CH3:3].C[O-].[Na+].[C:9]([C:11]1[CH:16]=[CH:15][CH:14]=[CH:13][C:12]=1[C:17]1[CH:22]=[CH:21][C:20]([CH2:23][CH:24]([C:29](=O)[CH2:30][CH2:31][CH2:32][CH3:33])[C:25](OC)=[O:26])=[C:19]([F:35])[CH:18]=1)#[N:10].O. The catalyst is CO. The product is [CH2:30]([C:29]1[N:4]=[C:2]([CH3:3])[NH:5][C:25](=[O:26])[C:24]=1[CH2:23][C:20]1[CH:21]=[CH:22][C:17]([C:12]2[C:11]([C:9]#[N:10])=[CH:16][CH:15]=[CH:14][CH:13]=2)=[CH:18][C:19]=1[F:35])[CH2:31][CH2:32][CH3:33]. The yield is 0.690. (6) The reactants are [CH3:1][C:2]#[N:3].C([Li])CCC.Cl[C:10]1[C:15]([Cl:16])=[CH:14][CH:13]=[CH:12][N:11]=1. The catalyst is C1COCC1. The product is [Cl:16][C:15]1[C:10]([CH2:1][C:2]#[N:3])=[N:11][CH:12]=[CH:13][CH:14]=1. The yield is 0.190.